Task: Predict the product of the given reaction.. Dataset: Forward reaction prediction with 1.9M reactions from USPTO patents (1976-2016) (1) The product is: [Cl:15][CH2:9][C:5]1[N:6]=[CH:7][N:8]=[C:3]([N:2]([CH3:12])[CH3:1])[C:4]=1[CH3:11]. Given the reactants [CH3:1][N:2]([CH3:12])[C:3]1[N:8]=[CH:7][N:6]=[C:5]([CH2:9]O)[C:4]=1[CH3:11].S(Cl)([Cl:15])=O, predict the reaction product. (2) Given the reactants Cl[C:2]1[N:3]([CH3:32])[C:4](=[O:31])[C:5]2[N:6]([C:24]3[CH:29]=[CH:28][CH:27]=[CH:26][C:25]=3[Cl:30])[C:7]([N:11]3[CH2:16][CH2:15][N:14]([C:17]([O:19][C:20]([CH3:23])([CH3:22])[CH3:21])=[O:18])[CH2:13][CH2:12]3)=[N:8][C:9]=2[N:10]=1.[C:33]([O:37][CH2:38][CH3:39])(=[O:36])[CH2:34][OH:35].[H-].[Na+], predict the reaction product. The product is: [Cl:30][C:25]1[CH:26]=[CH:27][CH:28]=[CH:29][C:24]=1[N:6]1[C:5]2[C:4](=[O:31])[N:3]([CH3:32])[C:2]([O:35][CH2:34][C:33]([O:37][CH2:38][CH3:39])=[O:36])=[N:10][C:9]=2[N:8]=[C:7]1[N:11]1[CH2:16][CH2:15][N:14]([C:17]([O:19][C:20]([CH3:22])([CH3:21])[CH3:23])=[O:18])[CH2:13][CH2:12]1. (3) Given the reactants [CH:1]12[CH2:8][CH:5]([CH2:6][CH2:7]1)[C:4](=[O:9])[CH2:3][C:2]2=[O:10].C1(C)C=CC=CC=1.C([O-])(=O)C.C([O-])(=O)C.C([O-])(=O)C.[CH3:30][C:31]1[C:36]([Pb+3])=[C:35]([CH3:38])[CH:34]=[C:33]([C:39]2[CH:44]=[CH:43][CH:42]=[CH:41][CH:40]=2)[CH:32]=1.Cl, predict the reaction product. The product is: [CH3:30][C:31]1[C:36]([CH:3]2[C:4](=[O:9])[CH:5]3[CH2:8][CH:1]([CH2:7][CH2:6]3)[C:2]2=[O:10])=[C:35]([CH3:38])[CH:34]=[C:33]([C:39]2[CH:44]=[CH:43][CH:42]=[CH:41][CH:40]=2)[CH:32]=1. (4) Given the reactants Cl.C(OC([N:9]1[CH2:14][CH2:13][CH:12]([C@H:15]([CH3:29])[CH2:16][CH2:17][O:18][C:19]2[CH:27]=[CH:26][C:22]([C:23]([OH:25])=[O:24])=[C:21]([CH3:28])[N:20]=2)[CH2:11][CH2:10]1)=O)(C)(C)C, predict the reaction product. The product is: [CH3:28][C:21]1[N:20]=[C:19]([O:18][CH2:17][CH2:16][C@H:15]([CH:12]2[CH2:11][CH2:10][NH:9][CH2:14][CH2:13]2)[CH3:29])[CH:27]=[CH:26][C:22]=1[C:23]([OH:25])=[O:24].